From a dataset of Catalyst prediction with 721,799 reactions and 888 catalyst types from USPTO. Predict which catalyst facilitates the given reaction. (1) Reactant: [CH3:1][N:2]1[CH2:7][CH2:6][NH:5][CH2:4][CH2:3]1.[Cl:8][C:9]1[N:14]=[C:13]([C:15]([F:18])([F:17])[F:16])[C:12]([C:19](Cl)=[O:20])=[CH:11][N:10]=1. Product: [Cl:8][C:9]1[N:14]=[C:13]([C:15]([F:18])([F:17])[F:16])[C:12]([C:19]([N:5]2[CH2:6][CH2:7][N:2]([CH3:1])[CH2:3][CH2:4]2)=[O:20])=[CH:11][N:10]=1. The catalyst class is: 2. (2) Reactant: [Li:1]CCCC.[CH:6]([NH:9][CH:10]([CH3:12])[CH3:11])([CH3:8])[CH3:7].[CH2:13]=[O:14]. Product: [Li+:1].[CH3:7][CH:6]([N-:9][CH:10]([CH3:12])[CH3:11])[CH3:8].[CH2:13]=[O:14]. The catalyst class is: 1. (3) The catalyst class is: 15. Product: [CH2:31]([N:33]1[C:9]([CH2:10][CH2:11][N:12]2[C:16](=[O:17])[C:15]3=[CH:18][CH:19]=[CH:20][CH:21]=[C:14]3[C:13]2=[O:22])=[CH:8][C:2]([C:3]([O:5][CH2:6][CH3:7])=[O:4])=[N:34]1)[CH3:32]. Reactant: O=[C:2]([CH2:8][C:9](=O)[CH2:10][CH2:11][N:12]1[C:16](=[O:17])[C:15]2=[CH:18][CH:19]=[CH:20][CH:21]=[C:14]2[C:13]1=[O:22])[C:3]([O:5][CH2:6][CH3:7])=[O:4].[Na].C(O)(=O)C(O)=O.[CH2:31]([NH:33][NH2:34])[CH3:32].C(OCC)C. (4) Reactant: [Br:1][C:2]1[CH:14]=[CH:13][C:12]([F:15])=[CH:11][C:3]=1[O:4][CH:5]1[CH2:10][CH2:9][NH:8][CH2:7][CH2:6]1.Cl[C:17]1[O:18][CH:19]=[C:20]([C:22]([O:24][CH2:25][CH3:26])=[O:23])[N:21]=1.CCN(C(C)C)C(C)C. Product: [CH2:25]([O:24][C:22]([C:20]1[N:21]=[C:17]([N:8]2[CH2:7][CH2:6][CH:5]([O:4][C:3]3[CH:11]=[C:12]([F:15])[CH:13]=[CH:14][C:2]=3[Br:1])[CH2:10][CH2:9]2)[O:18][CH:19]=1)=[O:23])[CH3:26]. The catalyst class is: 14. (5) The catalyst class is: 7. Reactant: [O:1]1[CH2:5][CH2:4][CH2:3][CH:2]1[CH:6]=O.[N+:8]([CH3:11])([O-:10])=[O:9].CN(C)C(N(C)C)=N.FC(F)(F)C(OC(=O)C(F)(F)F)=O.C(N(CC)CC)C. Product: [N+:8](/[CH:11]=[CH:6]/[CH:2]1[CH2:3][CH2:4][CH2:5][O:1]1)([O-:10])=[O:9]. (6) Reactant: Br[C:2]1[CH:3]=[CH:4][C:5]([C:8]2[NH:9][C:10]([CH:13]([C:21]3[CH:26]=[CH:25][C:24]([S:27]([CH3:30])(=[O:29])=[O:28])=[CH:23][CH:22]=3)[CH2:14][CH:15]3[CH2:20][CH2:19][O:18][CH2:17][CH2:16]3)=[CH:11][CH:12]=2)=[N:6][CH:7]=1.[CH2:31]([Sn](CCCC)(CCCC)C=C)[CH2:32]CC. Product: [CH:31]([C:2]1[CH:3]=[CH:4][C:5]([C:8]2[NH:9][C:10]([CH:13]([C:21]3[CH:22]=[CH:23][C:24]([S:27]([CH3:30])(=[O:28])=[O:29])=[CH:25][CH:26]=3)[CH2:14][CH:15]3[CH2:16][CH2:17][O:18][CH2:19][CH2:20]3)=[CH:11][CH:12]=2)=[N:6][CH:7]=1)=[CH2:32]. The catalyst class is: 109. (7) Reactant: [Cl:1][C:2]1[CH:3]=[C:4]([CH:20]=[CH:21][CH:22]=1)[C:5]([NH:7][C:8]1[S:9][C:10]2[CH:16]=[C:15]([O:17][CH2:18][CH3:19])[CH:14]=[CH:13][C:11]=2[N:12]=1)=[O:6].C(=O)([O-])[O-].[K+].[K+].Br[CH:30]([CH3:36])[C:31]([O:33][CH2:34][CH3:35])=[O:32]. Product: [Cl:1][C:2]1[CH:3]=[C:4]([CH:20]=[CH:21][CH:22]=1)[C:5]([N:7]=[C:8]1[N:12]([CH:30]([CH3:36])[C:31]([O:33][CH2:34][CH3:35])=[O:32])[C:11]2[CH:13]=[CH:14][C:15]([O:17][CH2:18][CH3:19])=[CH:16][C:10]=2[S:9]1)=[O:6]. The catalyst class is: 9. (8) Reactant: FC(F)(F)C(O)=O.[Br:8][C:9]1[CH:14]=[CH:13][C:12]([NH:15][C:16]2[C:25]3[C:20](=[CH:21][C:22]([O:28][CH2:29][CH:30]4[CH2:35][CH2:34][N:33](C(OC(C)(C)C)=O)[CH2:32][CH2:31]4)=[C:23]([O:26][CH3:27])[CH:24]=3)[N:19]=[CH:18][N:17]=2)=[C:11]([F:43])[CH:10]=1. Product: [Br:8][C:9]1[CH:14]=[CH:13][C:12]([NH:15][C:16]2[C:25]3[C:20](=[CH:21][C:22]([O:28][CH2:29][CH:30]4[CH2:35][CH2:34][NH:33][CH2:32][CH2:31]4)=[C:23]([O:26][CH3:27])[CH:24]=3)[N:19]=[CH:18][N:17]=2)=[C:11]([F:43])[CH:10]=1. The catalyst class is: 4. (9) Product: [Cl:1][C:2]1[CH:7]=[CH:6][C:5]([CH2:8][NH:9][C:10]([C:12]([CH3:15])([CH3:14])[CH3:13])=[O:11])=[CH:4][C:3]=1[NH:16][C:17]1[N:21]([CH3:22])[C:20]2[CH:23]=[C:24]([O:32][CH2:33][CH:34]([F:36])[F:35])[C:25]([C:27]([OH:29])=[O:28])=[CH:26][C:19]=2[N:18]=1. The catalyst class is: 497. Reactant: [Cl:1][C:2]1[CH:7]=[CH:6][C:5]([CH2:8][NH:9][C:10]([C:12]([CH3:15])([CH3:14])[CH3:13])=[O:11])=[CH:4][C:3]=1[NH:16][C:17]1[N:21]([CH3:22])[C:20]2[CH:23]=[C:24]([O:32][CH2:33][CH:34]([F:36])[F:35])[C:25]([C:27]([O:29]CC)=[O:28])=[CH:26][C:19]=2[N:18]=1.[OH-].[Na+]. (10) Reactant: Cl[C:2]1[CH:15]=[CH:14][C:13]2[S:12][C:11]3[C:6](=[CH:7][CH:8]=[CH:9][CH:10]=3)[NH:5][C:4]=2[CH:3]=1. Product: [CH:2]([C:3]1[C:4]2[NH:5][C:6]3[C:11](=[CH:10][CH:9]=[CH:8][CH:7]=3)[S:12][C:13]=2[CH:14]=[CH:15][CH:2]=1)([CH2:3][CH3:4])[CH3:15]. The catalyst class is: 1.